Dataset: Reaction yield outcomes from USPTO patents with 853,638 reactions. Task: Predict the reaction yield, written as a fraction of the theoretical maximum amount of product (1.0 means a 100% yield; for example, 0.34 means a 34% yield). (1) The reactants are [F:1][C:2]1[C:3]([CH3:25])=[C:4]([C@:8]2([C:21]([O:23][CH3:24])=[O:22])[CH2:12][CH2:11][C:10](OS(C(F)(F)F)(=O)=O)=[CH:9]2)[CH:5]=[CH:6][CH:7]=1.[N:26]1[C:35]2[CH:34]=[CH:33][CH:32]=[C:31](B(O)O)[C:30]=2[N:29]=[CH:28][CH:27]=1.COCCOC. The catalyst is C1(P(C2C=CC=CC=2)C2C=CC=CC=2)C=CC=CC=1.C1(P(C2C=CC=CC=2)C2C=CC=CC=2)C=CC=CC=1.C1(P(C2C=CC=CC=2)C2C=CC=CC=2)C=CC=CC=1.C1(P(C2C=CC=CC=2)C2C=CC=CC=2)C=CC=CC=1.[Pd].CO. The product is [F:1][C:2]1[C:3]([CH3:25])=[C:4]([C@:8]2([C:21]([O:23][CH3:24])=[O:22])[CH2:12][CH2:11][C:10]([C:33]3[CH:34]=[C:35]4[C:30](=[CH:31][CH:32]=3)[N:29]=[CH:28][CH:27]=[N:26]4)=[CH:9]2)[CH:5]=[CH:6][CH:7]=1. The yield is 0.960. (2) The reactants are [O:1]1[C:5]2[CH:6]=[CH:7][CH:8]=[CH:9][C:4]=2[C:3]([CH2:10][CH2:11][OH:12])=[N:2]1.C(N(CC)CC)C.[CH3:20][S:21](Cl)(=[O:23])=[O:22]. The yield is 0.980. The product is [O:1]1[C:5]2[CH:6]=[CH:7][CH:8]=[CH:9][C:4]=2[C:3]([CH2:10][CH2:11][O:12][S:21]([CH3:20])(=[O:23])=[O:22])=[N:2]1. The catalyst is ClCCl. (3) The reactants are F[C:2]1C=[CH:7][C:6]([N+:9]([O-:11])=[O:10])=[CH:5][C:3]=1N.[C:12](#[N:16])[CH2:13][C:14]#[N:15].[C:17](=O)([O-])[O-].[K+].[K+].O.[CH3:24][N:25]([CH3:28])C=O. No catalyst specified. The product is [NH2:15][C:14]1[N:25]([CH2:28][CH3:17])[C:24]2[C:2]([C:13]=1[C:12]#[N:16])=[CH:3][CH:5]=[C:6]([N+:9]([O-:11])=[O:10])[CH:7]=2. The yield is 0.520. (4) The reactants are [Al+3].[Cl-].[Cl-].[Cl-].[C:5](Cl)(=[O:7])[CH3:6].C[O:10][C:11]1[CH:16]=[CH:15][C:14]([C:17]2([C:20]([O:22][CH3:23])=[O:21])[CH2:19][CH2:18]2)=[CH:13][CH:12]=1. The catalyst is C(=S)=S. The product is [CH3:23][O:22][C:20]([C:17]1([C:14]2[CH:15]=[CH:16][C:11]([OH:10])=[C:12]([C:5](=[O:7])[CH3:6])[CH:13]=2)[CH2:19][CH2:18]1)=[O:21]. The yield is 0.810.